Dataset: Forward reaction prediction with 1.9M reactions from USPTO patents (1976-2016). Task: Predict the product of the given reaction. (1) Given the reactants I[C:2]1[CH:3]=[C:4]([N:8]2[N:12]=[N:11][C:10]([CH:13]([N:15]3[CH2:20][CH2:19][CH2:18][N:17]4[C:21]([C:24]5[CH:29]=[CH:28][N:27]=[CH:26][CH:25]=5)=[N:22][N:23]=[C:16]34)[CH3:14])=[N:9]2)[CH:5]=[CH:6][CH:7]=1.[CH3:30][N:31](C=O)C, predict the reaction product. The product is: [N:27]1[CH:26]=[CH:25][C:24]([C:21]2[N:17]3[CH2:18][CH2:19][CH2:20][N:15]([CH:13]([C:10]4[N:11]=[N:12][N:8]([C:4]5[CH:3]=[C:2]([CH:7]=[CH:6][CH:5]=5)[C:30]#[N:31])[N:9]=4)[CH3:14])[C:16]3=[N:23][N:22]=2)=[CH:29][CH:28]=1. (2) Given the reactants CN(CCC[N:7]1[C:17]2[CH:18]=[CH:19][CH:20]=[CH:21][C:16]=2[CH2:15][CH2:14][C:13]2[CH:12]=[CH:11][CH:10]=[CH:9][C:8]1=2)C.[CH:22]1[CH:23]=CC2[C:26](=CC(C(O)=O)=C(O)C=2CC2C(O)=C(C(O)=O)C=C3C=2C=CC=C3)[CH:27]=1, predict the reaction product. The product is: [CH2:17]([NH2:7])[CH2:18][CH2:19][CH2:20][CH2:21][CH2:16][CH2:15][CH2:14][CH2:13][CH2:12][CH2:11][CH2:10][CH2:9][CH2:8][CH2:23][CH2:22][CH2:27][CH3:26]. (3) Given the reactants [CH3:1][C:2]1[S:3][C:4]2[CH:10]=[CH:9][C:8]([OH:11])=[CH:7][C:5]=2[N:6]=1.[CH2:12](SC1C=CC(F)=CC=1N)[CH3:13], predict the reaction product. The product is: [CH2:12]([O:11][C:8]1[CH:9]=[CH:10][C:4]2[S:3][C:2]([CH3:1])=[N:6][C:5]=2[CH:7]=1)[CH3:13]. (4) Given the reactants Br[C:2]1[CH:7]=[CH:6][C:5]([C:8]([N:10]2[CH2:15][CH2:14][N:13]([C:16]3[C:21]([CH3:22])=[CH:20][C:19]([CH3:23])=[CH:18][N:17]=3)[CH2:12][CH2:11]2)=[O:9])=[C:4]([N:24]2[CH2:28][CH2:27][CH2:26][S:25]2(=[O:30])=[O:29])[CH:3]=1.[CH3:31][C:32]1([CH3:38])[O:36][C:35](=[O:37])[NH:34][CH2:33]1, predict the reaction product. The product is: [CH3:22][C:21]1[C:16]([N:13]2[CH2:14][CH2:15][N:10]([C:8]([C:5]3[CH:6]=[CH:7][C:2]([N:34]4[CH2:33][C:32]([CH3:38])([CH3:31])[O:36][C:35]4=[O:37])=[CH:3][C:4]=3[N:24]3[CH2:28][CH2:27][CH2:26][S:25]3(=[O:30])=[O:29])=[O:9])[CH2:11][CH2:12]2)=[N:17][CH:18]=[C:19]([CH3:23])[CH:20]=1. (5) Given the reactants Cl[C:2]1[CH:7]=[C:6]([C:8]2[CH:13]=[CH:12][CH:11]=[CH:10][CH:9]=2)[N:5]=[C:4]([NH:14][C:15](=[O:29])[CH2:16][CH2:17][C:18]([C:20]2[CH:21]=[CH:22][C:23]3[O:27][CH2:26][CH2:25][C:24]=3[CH:28]=2)=[O:19])[CH:3]=1.C1(C2C=CC=CC=2)C=CC=CC=1P(C1CCCCC1)C1CCCCC1.C(=O)([O-])[O-].[K+].[K+].[C:61]([C:63]1[CH:64]=[C:65](B(O)O)[CH:66]=[CH:67][CH:68]=1)#[N:62], predict the reaction product. The product is: [C:61]([C:63]1[CH:68]=[C:67]([C:2]2[CH:7]=[C:6]([C:8]3[CH:13]=[CH:12][CH:11]=[CH:10][CH:9]=3)[N:5]=[C:4]([NH:14][C:15](=[O:29])[CH2:16][CH2:17][C:18]([C:20]3[CH:21]=[CH:22][C:23]4[O:27][CH2:26][CH2:25][C:24]=4[CH:28]=3)=[O:19])[CH:3]=2)[CH:66]=[CH:65][CH:64]=1)#[N:62]. (6) Given the reactants [H-].[Na+].[NH2:3][C@@H:4]([CH:7]([CH3:9])[CH3:8])[CH2:5][OH:6].Cl[CH2:11][C:12](OCC)=[O:13].[Cl-].[NH4+], predict the reaction product. The product is: [CH:7]([C@@H:4]1[NH:3][C:12](=[O:13])[CH2:11][O:6][CH2:5]1)([CH3:9])[CH3:8]. (7) Given the reactants [CH3:1][O:2][C:3]1[CH:8]=[C:7]([O:9][CH2:10][O:11][CH3:12])[CH:6]=[CH:5][C:4]=1[C:13]1[C:22]([CH2:23][NH:24][C:25]2[CH:30]=[CH:29][CH:28]=[CH:27][C:26]=2[O:31][CH3:32])=[C:21]2[C:16]([NH:17][C:18]([CH3:36])([CH3:35])[C:19](=[O:34])[N:20]2[CH3:33])=[CH:15][CH:14]=1.C(=O)([O-])O.[Na+].[CH:42]1[C:54]2[CH:53]([CH2:55][O:56][C:57](Cl)=[O:58])[C:52]3[C:47](=[CH:48][CH:49]=[CH:50][CH:51]=3)[C:46]=2[CH:45]=[CH:44][CH:43]=1, predict the reaction product. The product is: [CH3:1][O:2][C:3]1[CH:8]=[C:7]([O:9][CH2:10][O:11][CH3:12])[CH:6]=[CH:5][C:4]=1[C:13]1[C:22]([CH2:23][N:24]([C:25]2[CH:30]=[CH:29][CH:28]=[CH:27][C:26]=2[O:31][CH3:32])[C:57]([O:56][CH2:55][CH:53]2[C:52]3[CH:51]=[CH:50][CH:49]=[CH:48][C:47]=3[C:46]3[C:54]2=[CH:42][CH:43]=[CH:44][CH:45]=3)=[O:58])=[C:21]2[C:16]([NH:17][C:18]([CH3:36])([CH3:35])[C:19](=[O:34])[N:20]2[CH3:33])=[CH:15][CH:14]=1. (8) Given the reactants [F:1][C:2]([F:13])([F:12])[C:3]1[N:4]=[CH:5][C:6]([C:9]([OH:11])=O)=[N:7][CH:8]=1.ClC(N(C)C)=C(C)C.C(N(C(C)C)C(C)C)C.[C:31]([O:35][C:36]([N:38]1[CH2:43][CH2:42][O:41][C@H:40]([C:44]2[CH:49]=[CH:48][C:47]([NH2:50])=[CH:46][C:45]=2[C:51]#[N:52])[CH2:39]1)=[O:37])([CH3:34])([CH3:33])[CH3:32], predict the reaction product. The product is: [C:31]([O:35][C:36]([N:38]1[CH2:43][CH2:42][O:41][C@H:40]([C:44]2[CH:49]=[CH:48][C:47]([NH:50][C:9]([C:6]3[CH:5]=[N:4][C:3]([C:2]([F:1])([F:13])[F:12])=[CH:8][N:7]=3)=[O:11])=[CH:46][C:45]=2[C:51]#[N:52])[CH2:39]1)=[O:37])([CH3:34])([CH3:32])[CH3:33]. (9) Given the reactants C([Sn](CCCC)(CCCC)/[CH:6]=[CH:7]\[CH2:8][NH2:9])CCC.Br[C:19]1[N:20]=[C:21]([N:27]2[CH2:32][CH2:31][O:30][CH2:29][CH2:28]2)[S:22][C:23]=1[C:24]([O-:26])=O, predict the reaction product. The product is: [N:27]1([C:21]2[S:22][C:23]3[C:24](=[O:26])[NH:9][CH2:8][CH:7]=[CH:6][C:19]=3[N:20]=2)[CH2:32][CH2:31][O:30][CH2:29][CH2:28]1. (10) Given the reactants [Cl:1][C:2]1[C:10]2[O:9][C:8]([F:12])([F:11])[O:7][C:6]=2[CH:5]=[CH:4][CH:3]=1.[Li+].CCC[CH2-].C(O[B:22]1[O:26][C:25]([CH3:28])([CH3:27])[C:24]([CH3:30])([CH3:29])[O:23]1)(C)C.C(OCC)C, predict the reaction product. The product is: [Cl:1][C:2]1[C:10]2[O:9][C:8]([F:12])([F:11])[O:7][C:6]=2[C:5]([B:22]2[O:26][C:25]([CH3:28])([CH3:27])[C:24]([CH3:30])([CH3:29])[O:23]2)=[CH:4][CH:3]=1.